This data is from Reaction yield outcomes from USPTO patents with 853,638 reactions. The task is: Predict the reaction yield, written as a fraction of the theoretical maximum amount of product (1.0 means a 100% yield; for example, 0.34 means a 34% yield). (1) The reactants are Br[C:2]1[S:3][C:4](Br)=[C:5]([Br:13])[C:6]=1[CH2:7][CH2:8][CH2:9][CH2:10][CH2:11][CH3:12].C1COCC1.C([Li])CCC. The catalyst is O. The product is [Br:13][C:5]1[C:6]([CH2:7][CH2:8][CH2:9][CH2:10][CH2:11][CH3:12])=[CH:2][S:3][CH:4]=1. The yield is 0.826. (2) The reactants are [C:1](O[BH-](OC(=O)C)OC(=O)C)(=O)C.[Na+].[CH3:15][C@H:16]1[NH:21][C@@H:20]([CH3:22])[CH2:19][N:18]([C:23]2[CH:33]=[CH:32][C:26]([C:27]([O:29][CH2:30][CH3:31])=[O:28])=[CH:25][CH:24]=2)[CH2:17]1.C(O)(=O)C. The catalyst is CO. The product is [CH3:22][C@H:20]1[N:21]([CH3:1])[C@@H:16]([CH3:15])[CH2:17][N:18]([C:23]2[CH:33]=[CH:32][C:26]([C:27]([O:29][CH2:30][CH3:31])=[O:28])=[CH:25][CH:24]=2)[CH2:19]1. The yield is 0.709. (3) The reactants are [O:1]=[C:2]1[C:7]2[NH:8][C:9]3[CH:10]=[CH:11][CH:12]=[CH:13][C:14]=3[C:6]=2[N:5]=[C:4]([S:15][CH2:16][C:17](O)=[O:18])[N:3]1[C:20]1[CH:25]=[CH:24][CH:23]=[CH:22][CH:21]=1.[CH:26]1([NH2:30])[CH2:29][CH2:28][CH2:27]1.C(N(CC)CC)C.CN(C(ON1N=NC2C=CC=NC1=2)=[N+](C)C)C.F[P-](F)(F)(F)(F)F. No catalyst specified. The product is [CH:26]1([NH:30][C:17](=[O:18])[CH2:16][S:15][C:4]2[N:3]([C:20]3[CH:25]=[CH:24][CH:23]=[CH:22][CH:21]=3)[C:2](=[O:1])[C:7]3[NH:8][C:9]4[CH:10]=[CH:11][CH:12]=[CH:13][C:14]=4[C:6]=3[N:5]=2)[CH2:29][CH2:28][CH2:27]1. The yield is 0.735. (4) The reactants are [C:1]([O:7][CH2:8][CH3:9])(=[O:6])[CH2:2][C:3]([O-:5])=O.[K+].[Cl-].[Mg+2].[Cl-].C(N(CC)CC)C.[Cl:21][CH:22](C)[C:23](Cl)=O.Cl. The catalyst is C(#N)C.[Ti]. The product is [Cl:21][CH:22]([CH3:23])[C:3](=[O:5])[CH2:2][C:1]([O:7][CH2:8][CH3:9])=[O:6]. The yield is 0.580. (5) The reactants are [Br:1][C:2]1[CH:3]=[C:4]2[C:10](I)=[CH:9][N:8]([S:12]([C:15]3[CH:21]=[CH:20][C:18]([CH3:19])=[CH:17][CH:16]=3)(=[O:14])=[O:13])[C:5]2=[N:6][CH:7]=1.[CH2:22]([N:30]1[CH:34]=[C:33](B2OC(C)(C)C(C)(C)O2)[CH:32]=[N:31]1)[CH2:23][C:24]1[CH:29]=[CH:28][CH:27]=[CH:26][CH:25]=1.C(=O)([O-])[O-].[Na+].[Na+]. The catalyst is C1(C)C=CC=CC=1.C(O)C.O.Cl[Pd](Cl)([P](C1C=CC=CC=1)(C1C=CC=CC=1)C1C=CC=CC=1)[P](C1C=CC=CC=1)(C1C=CC=CC=1)C1C=CC=CC=1. The product is [Br:1][C:2]1[CH:3]=[C:4]2[C:10]([C:33]3[CH:32]=[N:31][N:30]([CH2:22][CH2:23][C:24]4[CH:29]=[CH:28][CH:27]=[CH:26][CH:25]=4)[CH:34]=3)=[CH:9][N:8]([S:12]([C:15]3[CH:21]=[CH:20][C:18]([CH3:19])=[CH:17][CH:16]=3)(=[O:14])=[O:13])[C:5]2=[N:6][CH:7]=1. The yield is 0.440.